From a dataset of Catalyst prediction with 721,799 reactions and 888 catalyst types from USPTO. Predict which catalyst facilitates the given reaction. (1) Reactant: [F:1][C:2]1[CH:3]=[C:4]([C:11]2[S:15][C:14]([NH:16][C:17](=[O:23])[O:18][C:19]([CH3:22])([CH3:21])[CH3:20])=[N:13][N:12]=2)[CH:5]=[CH:6][C:7]=1[N+:8]([O-:10])=[O:9].C(=O)([O-])[O-].[Cs+].[Cs+].[Si:30]([O:37][C@@H:38]([C:53]1[CH:58]=[CH:57][C:56]([C:59]([F:62])([F:61])[F:60])=[CH:55][CH:54]=1)[C@H:39]1[CH2:43]OS(=O)(=O)[N:40]1[C:46]([O:48][C:49]([CH3:52])([CH3:51])[CH3:50])=[O:47])([C:33]([CH3:36])([CH3:35])[CH3:34])([CH3:32])[CH3:31].S1C=CN=N1. Product: [C:49]([O:48][C:46]([NH:40][C@@H:39]([C@@H:38]([O:37][Si:30]([C:33]([CH3:34])([CH3:36])[CH3:35])([CH3:31])[CH3:32])[C:53]1[CH:54]=[CH:55][C:56]([C:59]([F:62])([F:61])[F:60])=[CH:57][CH:58]=1)[CH2:43][N:16]([C:14]1[S:15][C:11]([C:4]2[CH:5]=[CH:6][C:7]([N+:8]([O-:10])=[O:9])=[C:2]([F:1])[CH:3]=2)=[N:12][N:13]=1)[C:17](=[O:23])[O:18][C:19]([CH3:20])([CH3:22])[CH3:21])=[O:47])([CH3:52])([CH3:51])[CH3:50]. The catalyst class is: 1. (2) Reactant: [CH2:1]([N:3]([CH2:8][CH3:9])[C:4](=[O:7])[CH2:5]I)[CH3:2].[CH2:10]([NH:17][C:18]1[C:19]([F:28])=[C:20]2[C:24](=[CH:25][CH:26]=1)[C:23](=[O:27])[CH2:22][CH2:21]2)[C:11]1[CH:16]=[CH:15][CH:14]=[CH:13][CH:12]=1.C(=O)([O-])[O-].[Cs+].[Cs+]. Product: [CH2:10]([N:17]([C:18]1[C:19]([F:28])=[C:20]2[C:24](=[CH:25][CH:26]=1)[C:23](=[O:27])[CH2:22][CH2:21]2)[CH2:5][C:4]([N:3]([CH2:8][CH3:9])[CH2:1][CH3:2])=[O:7])[C:11]1[CH:12]=[CH:13][CH:14]=[CH:15][CH:16]=1. The catalyst class is: 10. (3) Product: [Cl:1][C:2]1[C:9]([O:10][C:11]2[C:19]3[N:18]=[N:17][N:16]([CH2:29][C:30]4[C:38]5[C:33](=[N:34][C:35]([NH:39][CH2:40][C:41]6[CH:42]=[CH:43][C:44]([O:47][CH3:48])=[CH:45][CH:46]=6)=[CH:36][CH:37]=5)[N:32]([CH2:49][C:50]5[CH:51]=[CH:52][C:53]([O:56][CH3:57])=[CH:54][CH:55]=5)[N:31]=4)[C:15]=3[CH:14]=[CH:13][C:12]=2[Cl:20])=[CH:8][C:7]([Cl:21])=[CH:6][C:3]=1[C:4]#[N:5]. Reactant: [Cl:1][C:2]1[C:9]([O:10][C:11]2[C:19]3[N:18]=[N:17][NH:16][C:15]=3[CH:14]=[CH:13][C:12]=2[Cl:20])=[CH:8][C:7]([Cl:21])=[CH:6][C:3]=1[C:4]#[N:5].CC(C)([O-])C.[Li+].Cl[CH2:29][C:30]1[C:38]2[C:33](=[N:34][C:35]([NH:39][CH2:40][C:41]3[CH:46]=[CH:45][C:44]([O:47][CH3:48])=[CH:43][CH:42]=3)=[CH:36][CH:37]=2)[N:32]([CH2:49][C:50]2[CH:55]=[CH:54][C:53]([O:56][CH3:57])=[CH:52][CH:51]=2)[N:31]=1.[Cl-].[NH4+]. The catalyst class is: 3. (4) Reactant: [F:1][C:2]1[CH:7]=[CH:6][C:5]([C:8]2[CH:13]=[CH:12][N:11]3[C:14](I)=[CH:15][N:16]=[C:10]3[CH:9]=2)=[CH:4][CH:3]=1.Br[C:19]1[CH:20]=[C:21]([NH:25][C:26]([NH:28][CH2:29][C:30]([F:33])([F:32])[F:31])=[O:27])[CH:22]=[CH:23][CH:24]=1.C(=O)([O-])[O-].[Na+].[Na+]. Product: [F:1][C:2]1[CH:7]=[CH:6][C:5]([C:8]2[CH:13]=[CH:12][N:11]3[C:14]([C:23]4[CH:22]=[C:21]([NH:25][C:26]([NH:28][CH2:29][C:30]([F:31])([F:32])[F:33])=[O:27])[CH:20]=[CH:19][CH:24]=4)=[CH:15][N:16]=[C:10]3[CH:9]=2)=[CH:4][CH:3]=1. The catalyst class is: 564.